Dataset: Reaction yield outcomes from USPTO patents with 853,638 reactions. Task: Predict the reaction yield, written as a fraction of the theoretical maximum amount of product (1.0 means a 100% yield; for example, 0.34 means a 34% yield). (1) The reactants are [CH2:1]([NH:8][C:9]1[N:17]=[C:16]([O:18][CH2:19][CH2:20][CH2:21][CH3:22])[N:15]=[C:14]2[C:10]=1[N:11]=[CH:12][N:13]2[CH:23]1[CH2:28][CH2:27][CH2:26][CH2:25][O:24]1)[C:2]1[CH:7]=[CH:6][CH:5]=[CH:4][CH:3]=1.C([O-])(=O)C.[Na+].[Br:34]Br.S([O-])([O-])(=O)=S.[Na+].[Na+]. The catalyst is C(OCC)(=O)C.O. The product is [CH2:1]([NH:8][C:9]1[N:17]=[C:16]([O:18][CH2:19][CH2:20][CH2:21][CH3:22])[N:15]=[C:14]2[C:10]=1[N:11]=[C:12]([Br:34])[N:13]2[CH:23]1[CH2:28][CH2:27][CH2:26][CH2:25][O:24]1)[C:2]1[CH:3]=[CH:4][CH:5]=[CH:6][CH:7]=1. The yield is 0.990. (2) The reactants are C(Cl)(=O)C(Cl)=O.[CH2:7]([C:14]1[CH:15]=[C:16]([CH2:21][CH:22]([O:26][CH2:27][CH3:28])[C:23]([OH:25])=[O:24])[CH:17]=[CH:18][C:19]=1[OH:20])[C:8]1[CH:13]=[CH:12][CH:11]=[CH:10][CH:9]=1.CN(C=O)C.[CH2:34](O)[C:35]1[CH:40]=[CH:39][CH:38]=[CH:37][CH:36]=1. The catalyst is C(Cl)Cl. The product is [CH2:34]([O:24][C:23](=[O:25])[CH:22]([O:26][CH2:27][CH3:28])[CH2:21][C:16]1[CH:17]=[CH:18][C:19]([OH:20])=[C:14]([CH2:7][C:8]2[CH:13]=[CH:12][CH:11]=[CH:10][CH:9]=2)[CH:15]=1)[C:35]1[CH:40]=[CH:39][CH:38]=[CH:37][CH:36]=1. The yield is 0.368. (3) The reactants are Cl.[Cl:2][C:3]1[CH:8]=[CH:7][C:6]([CH:9]([NH:14]C(=O)OC(C)(C)C)[CH2:10][CH2:11][O:12][CH3:13])=[CH:5][CH:4]=1. The catalyst is C(Cl)Cl.CO. The product is [Cl:2][C:3]1[CH:4]=[CH:5][C:6]([CH:9]([NH2:14])[CH2:10][CH2:11][O:12][CH3:13])=[CH:7][CH:8]=1. The yield is 0.880.